From a dataset of Forward reaction prediction with 1.9M reactions from USPTO patents (1976-2016). Predict the product of the given reaction. (1) Given the reactants CS(O[CH2:6][C@H:7]1[CH2:12][CH2:11][C@@H:10]([CH2:13][N:14]([CH2:22][C:23]2[CH:28]=[CH:27][CH:26]=[CH:25][CH:24]=2)[CH2:15][C:16]2[CH:21]=[CH:20][CH:19]=[CH:18][CH:17]=2)[CH2:9][CH2:8]1)(=O)=O.[C-:29]#[N:30].[Na+].C1OCCOCCOCCOCCOC1.O, predict the reaction product. The product is: [CH2:22]([N:14]([CH2:13][C@@H:10]1[CH2:11][CH2:12][C@H:7]([CH2:6][C:29]#[N:30])[CH2:8][CH2:9]1)[CH2:15][C:16]1[CH:17]=[CH:18][CH:19]=[CH:20][CH:21]=1)[C:23]1[CH:24]=[CH:25][CH:26]=[CH:27][CH:28]=1. (2) Given the reactants [Br:1][C:2]1[CH:3]=[C:4]2[C:9](=[CH:10][CH:11]=1)[CH2:8][C:7](=O)[CH2:6][CH2:5]2.[BH3-]C#[N:15].[Na+], predict the reaction product. The product is: [Br:1][C:2]1[CH:3]=[C:4]2[C:9](=[CH:10][CH:11]=1)[CH2:8][CH:7]([NH2:15])[CH2:6][CH2:5]2. (3) The product is: [CH2:1]([C:5]1[N:6]=[C:7]([CH3:27])[N:8]([CH2:35][CH:36]2[CH2:40][CH2:39][CH2:38][O:37]2)[C:9](=[O:26])[C:10]=1[CH2:11][C:12]1[CH:17]=[CH:16][C:15]([C:18]2[C:19]([C:24]#[N:25])=[CH:20][CH:21]=[CH:22][CH:23]=2)=[CH:14][CH:13]=1)[CH2:2][CH2:3][CH3:4]. Given the reactants [CH2:1]([C:5]1[N:6]=[C:7]([CH3:27])[NH:8][C:9](=[O:26])[C:10]=1[CH2:11][C:12]1[CH:17]=[CH:16][C:15]([C:18]2[C:19]([C:24]#[N:25])=[CH:20][CH:21]=[CH:22][CH:23]=2)=[CH:14][CH:13]=1)[CH2:2][CH2:3][CH3:4].C(=O)([O-])[O-].[K+].[K+].Br[CH2:35][CH:36]1[CH2:40][CH2:39][CH2:38][O:37]1.CN(C)C=O, predict the reaction product.